From a dataset of Forward reaction prediction with 1.9M reactions from USPTO patents (1976-2016). Predict the product of the given reaction. Given the reactants [F:1][C:2]1[CH:3]=[N:4][CH:5]=[C:6]([F:10])[C:7]=1[CH2:8]O.C(N(C(C)C)CC)(C)C.CS([Cl:24])(=O)=O, predict the reaction product. The product is: [Cl:24][CH2:8][C:7]1[C:2]([F:1])=[CH:3][N:4]=[CH:5][C:6]=1[F:10].